Dataset: Catalyst prediction with 721,799 reactions and 888 catalyst types from USPTO. Task: Predict which catalyst facilitates the given reaction. (1) Reactant: [Cl:1][C:2]1[CH:3]=[CH:4][C:5](C)=[C:6]([CH:10]=1)[C:7]([OH:9])=O.C1N=CN([C:17](N2C=NC=C2)=[O:18])C=1.[C:24]([O:30][CH2:31][CH3:32])(=[O:29])[CH2:25]C([O-])=O.[K+].[Cl-].[Mg+2].[Cl-]. Product: [Cl:1][C:2]1[CH:3]=[CH:4][C:5]([O:18][CH3:17])=[C:6]([C:7](=[O:9])[CH2:25][C:24]([O:30][CH2:31][CH3:32])=[O:29])[CH:10]=1. The catalyst class is: 7. (2) Reactant: C[O:2][C:3](=[O:25])[CH:4]([N:9]1[C:17]2[C:12](=[CH:13][C:14]([O:18][C:19]([F:22])([F:21])[F:20])=[CH:15][CH:16]=2)[C:11](=[O:23])[C:10]1=[O:24])[CH2:5][CH:6]([CH3:8])[CH3:7].O.[OH-].[Li+]. Product: [O:24]=[C:10]1[C:11](=[O:23])[C:12]2[C:17](=[CH:16][CH:15]=[C:14]([O:18][C:19]([F:21])([F:20])[F:22])[CH:13]=2)[N:9]1[CH:4]([CH2:5][CH:6]([CH3:8])[CH3:7])[C:3]([OH:25])=[O:2]. The catalyst class is: 30. (3) Reactant: [Si:1]([O:8][CH2:9][CH:10]1[CH2:15][O:14][C:13]2[CH:16]=[CH:17][C:18]([C:21]([OH:23])=[O:22])=[C:19]([CH3:20])[C:12]=2[O:11]1)([C:4]([CH3:7])([CH3:6])[CH3:5])([CH3:3])[CH3:2].[F:24][C:25]1[C:30](O)=[C:29]([F:32])[C:28]([F:33])=[C:27]([F:34])[C:26]=1[F:35].C1(N=C=NC2CCCCC2)CCCCC1.C(Cl)Cl. Product: [F:24][C:25]1[C:30]([O:22][C:21]([C:18]2[CH:17]=[CH:16][C:13]3[O:14][CH2:15][CH:10]([CH2:9][O:8][Si:1]([C:4]([CH3:7])([CH3:5])[CH3:6])([CH3:3])[CH3:2])[O:11][C:12]=3[C:19]=2[CH3:20])=[O:23])=[C:29]([F:32])[C:28]([F:33])=[C:27]([F:34])[C:26]=1[F:35]. The catalyst class is: 69. (4) Reactant: [C:1]([C:3]1([C:6]2[CH:7]=[C:8]([CH:12]=[CH:13][CH:14]=2)[C:9](Cl)=[O:10])[CH2:5][CH2:4]1)#[N:2].[NH2:15][C:16]1[CH:17]=[C:18]([CH:35]=[CH:36][CH:37]=1)[O:19][C:20]1[CH:21]=[CH:22][C:23]2[N:24]([N:26]=[C:27]([NH:29][C:30]([CH:32]3[CH2:34][CH2:33]3)=[O:31])[N:28]=2)[CH:25]=1. Product: [C:1]([C:3]1([C:6]2[CH:7]=[C:8]([CH:12]=[CH:13][CH:14]=2)[C:9]([NH:15][C:16]2[CH:37]=[CH:36][CH:35]=[C:18]([O:19][C:20]3[CH:21]=[CH:22][C:23]4[N:24]([N:26]=[C:27]([NH:29][C:30]([CH:32]5[CH2:33][CH2:34]5)=[O:31])[N:28]=4)[CH:25]=3)[CH:17]=2)=[O:10])[CH2:5][CH2:4]1)#[N:2]. The catalyst class is: 675. (5) Reactant: C([NH:5][S:6]([C:9]1[CH:10]=[C:11]([C:15]2[CH:20]=[CH:19][CH:18]=[C:17]([C:21]3[N:26]=[C:25]([C:27]4[CH:32]=[CH:31][C:30]([Cl:33])=[C:29]([CH3:34])[CH:28]=4)[CH:24]=[C:23]([CH3:35])[N:22]=3)[CH:16]=2)[CH:12]=[CH:13][CH:14]=1)(=[O:8])=[O:7])(C)(C)C.C(O)(C(F)(F)F)=O. Product: [Cl:33][C:30]1[CH:31]=[CH:32][C:27]([C:25]2[CH:24]=[C:23]([CH3:35])[N:22]=[C:21]([C:17]3[CH:16]=[C:15]([C:11]4[CH:12]=[CH:13][CH:14]=[C:9]([S:6]([NH2:5])(=[O:8])=[O:7])[CH:10]=4)[CH:20]=[CH:19][CH:18]=3)[N:26]=2)=[CH:28][C:29]=1[CH3:34]. The catalyst class is: 4. (6) Reactant: C(Cl)(=O)C(Cl)=O.CS(C)=O.[CH2:11]([N:18]1[CH2:23][CH:22]=[C:21]([C:24]([CH3:28])([CH3:27])[CH2:25][OH:26])[CH2:20][CH2:19]1)[C:12]1[CH:17]=[CH:16][CH:15]=[CH:14][CH:13]=1.C(N(CC)CC)C. Product: [CH2:11]([N:18]1[CH2:19][CH:20]=[C:21]([C:24]([CH3:28])([CH3:27])[CH:25]=[O:26])[CH2:22][CH2:23]1)[C:12]1[CH:17]=[CH:16][CH:15]=[CH:14][CH:13]=1. The catalyst class is: 46. (7) The catalyst class is: 4. Product: [C:1]([Si:5]([O:8][CH2:9][C@@H:10]1[C@H:17]2[O:16][C:15]([CH3:19])([CH3:18])[O:14][C@H:13]2[C@@H:12]2[O:28][C@H:11]12)([CH3:7])[CH3:6])([CH3:4])([CH3:2])[CH3:3]. Reactant: [C:1]([Si:5]([O:8][CH2:9][C@@H:10]1[C@@H:17]2[C@@H:13]([O:14][C:15]([CH3:19])([CH3:18])[O:16]2)[CH:12]=[CH:11]1)([CH3:7])[CH3:6])([CH3:4])([CH3:3])[CH3:2].C1C=C(Cl)C=C(C(OO)=[O:28])C=1. (8) Reactant: CS(O[CH2:6][C@@H:7]1[O:11][C:10](=[O:12])[N:9]([C:13]2[CH:18]=[CH:17][C:16]([Cl:19])=[CH:15][CH:14]=2)[C@H:8]1[C:20]1[CH:25]=[C:24]([F:26])[CH:23]=[C:22]([F:27])[CH:21]=1)(=O)=O.[CH3:28][C:29]1[CH:34]=[CH:33][C:32]([C:35]2[N:36]=[N:37][NH:38][N:39]=2)=[CH:31][N:30]=1.C(=O)([O-])[O-].[K+].[K+]. Product: [Cl:19][C:16]1[CH:15]=[CH:14][C:13]([N:9]2[C@@H:8]([C:20]3[CH:21]=[C:22]([F:27])[CH:23]=[C:24]([F:26])[CH:25]=3)[C@H:7]([CH2:6][N:37]3[N:38]=[N:39][C:35]([C:32]4[CH:31]=[N:30][C:29]([CH3:28])=[CH:34][CH:33]=4)=[N:36]3)[O:11][C:10]2=[O:12])=[CH:18][CH:17]=1. The catalyst class is: 10. (9) Reactant: [N:1]1([C:7]2[NH:8][C:9]3[C:14]([C:15](=[O:17])[CH:16]=2)=[CH:13][CH:12]=[CH:11][C:10]=3[C:18]2[C:23]3[S:24][C:25]4[CH:30]=[CH:29][CH:28]=[CH:27][C:26]=4[C:22]=3[C:21]([N+:31]([O-])=O)=[CH:20][CH:19]=2)[CH2:6][CH2:5][O:4][CH2:3][CH2:2]1. Product: [NH2:31][C:21]1[C:22]2[C:26]3[CH:27]=[CH:28][CH:29]=[CH:30][C:25]=3[S:24][C:23]=2[C:18]([C:10]2[CH:11]=[CH:12][CH:13]=[C:14]3[C:9]=2[NH:8][C:7]([N:1]2[CH2:6][CH2:5][O:4][CH2:3][CH2:2]2)=[CH:16][C:15]3=[O:17])=[CH:19][CH:20]=1. The catalyst class is: 565. (10) Reactant: [C:1]1([S:7]([CH2:10][C:11]2[CH:16]=[C:15]([F:17])[CH:14]=[C:13]([O:18][CH2:19][CH2:20]Cl)[C:12]=2[NH2:22])(=[O:9])=[O:8])[CH:6]=[CH:5][CH:4]=[CH:3][CH:2]=1.[N-:23]=[N+:24]=[N-:25].[Na+]. Product: [N:23]([CH2:20][CH2:19][O:18][C:13]1[CH:14]=[C:15]([F:17])[CH:16]=[C:11]([CH2:10][S:7]([C:1]2[CH:6]=[CH:5][CH:4]=[CH:3][CH:2]=2)(=[O:9])=[O:8])[C:12]=1[NH2:22])=[N+:24]=[N-:25]. The catalyst class is: 58.